Dataset: Catalyst prediction with 721,799 reactions and 888 catalyst types from USPTO. Task: Predict which catalyst facilitates the given reaction. (1) Reactant: [N:1]1[CH:6]=[CH:5][CH:4]=[C:3]([NH:7][C:8](=[O:15])OCC(Cl)(Cl)Cl)[CH:2]=1.[F:16][C:17]1[CH:22]=[CH:21][CH:20]=[CH:19][C:18]=1[C:23]1[N:24]=[C:25]([N:28]2[CH2:33][CH2:32][NH:31][CH2:30][CH2:29]2)[S:26][CH:27]=1.C(N(C(C)C)CC)(C)C. Product: [F:16][C:17]1[CH:22]=[CH:21][CH:20]=[CH:19][C:18]=1[C:23]1[N:24]=[C:25]([N:28]2[CH2:29][CH2:30][N:31]([C:8]([NH:7][C:3]3[CH:2]=[N:1][CH:6]=[CH:5][CH:4]=3)=[O:15])[CH2:32][CH2:33]2)[S:26][CH:27]=1. The catalyst class is: 6. (2) Reactant: [Cl:1][C:2]1[CH:3]=[C:4](/[CH:19]=[C:20](\[F:31])/[C:21]([NH:23][O:24]C2CCCCO2)=[O:22])[CH:5]=[N:6][C:7]=1[NH:8][C@@H:9]1[CH2:13][CH2:12][N:11]([CH:14]2[CH2:18][CH2:17][CH2:16][CH2:15]2)[CH2:10]1. Product: [ClH:1].[ClH:1].[Cl:1][C:2]1[CH:3]=[C:4](/[CH:19]=[C:20](\[F:31])/[C:21]([NH:23][OH:24])=[O:22])[CH:5]=[N:6][C:7]=1[NH:8][C@@H:9]1[CH2:13][CH2:12][N:11]([CH:14]2[CH2:15][CH2:16][CH2:17][CH2:18]2)[CH2:10]1. The catalyst class is: 14. (3) Reactant: [CH3:1][CH:2]1[O:6][CH2:5][C:4]2[S:7][C:8]([NH:13][C:14]([C:16]34[CH2:25][CH:20]5[CH2:21][CH:22]([CH2:24][CH:18]([CH2:19]5)[O:17]3)[CH2:23]4)=[O:15])=[C:9]([C:10](O)=[O:11])[C:3]1=2.F[P-](F)(F)(F)(F)F.N1(OC(N(C)C)=[N+](C)C)C2C=CC=CC=2N=N1.C(N(CC)C(C)C)(C)C.Cl.[F:60][C:61]1([F:65])[CH2:64][NH:63][CH2:62]1. Product: [F:60][C:61]1([F:65])[CH2:64][N:63]([C:10]([C:9]2[C:3]3[CH:2]([CH3:1])[O:6][CH2:5][C:4]=3[S:7][C:8]=2[NH:13][C:14]([C:16]23[CH2:25][CH:20]4[CH2:21][CH:22]([CH2:24][CH:18]([CH2:19]4)[O:17]2)[CH2:23]3)=[O:15])=[O:11])[CH2:62]1. The catalyst class is: 42. (4) Reactant: C(OC(=O)[N:7]([S:13]([C:16]1[CH:21]=[CH:20][C:19]([O:22][C:23]2[CH:24]=[N:25][C:26](Cl)=[CH:27][C:28]=2[C:29]2[CH:30]=[N:31][CH:32]=[N:33][CH:34]=2)=[C:18]([C:36]#[N:37])[CH:17]=1)(=[O:15])=[O:14])[C:8]1[N:9]=[CH:10][S:11][CH:12]=1)(C)(C)C.[F:39][C:40]1[CH:41]=[C:42](B(O)O)[CH:43]=[CH:44][CH:45]=1.C([O-])([O-])=O.[Na+].[Na+].O. Product: [C:36]([C:18]1[CH:17]=[C:16]([S:13]([NH:7][C:8]2[N:9]=[CH:10][S:11][CH:12]=2)(=[O:14])=[O:15])[CH:21]=[CH:20][C:19]=1[O:22][C:23]1[CH:24]=[N:25][C:26]([C:44]2[CH:43]=[CH:42][CH:41]=[C:40]([F:39])[CH:45]=2)=[CH:27][C:28]=1[C:29]1[CH:34]=[N:33][CH:32]=[N:31][CH:30]=1)#[N:37]. The catalyst class is: 427. (5) Reactant: [CH3:1]/[C:2](=[CH:6]\[CH2:7][CH3:8])/[C:3](O)=[O:4].C(N(CC)CC)C.C(Cl)(=O)C(C)(C)C.[Cl-].[Li+].[C:25]1([C@H:31]2[C@@H:35]([C:36]3[CH:41]=[CH:40][CH:39]=[CH:38][CH:37]=3)[O:34][C:33](=[O:42])[NH:32]2)[CH:30]=[CH:29][CH:28]=[CH:27][CH:26]=1. Product: [CH3:1]/[C:2](=[CH:6]\[CH2:7][CH3:8])/[C:3]([N:32]1[C@@H:31]([C:25]2[CH:26]=[CH:27][CH:28]=[CH:29][CH:30]=2)[C@@H:35]([C:36]2[CH:37]=[CH:38][CH:39]=[CH:40][CH:41]=2)[O:34][C:33]1=[O:42])=[O:4]. The catalyst class is: 1. (6) Reactant: [O:1]1CCO[CH:2]1[C:6]1[CH:7]=[C:8]([C:12]2[O:13][C:14]([C:17]3[CH:22]=[CH:21][C:20]([C:23]([F:26])([F:25])[F:24])=[CH:19][CH:18]=3)=[N:15][N:16]=2)[CH:9]=[CH:10][CH:11]=1.S(=O)(=O)(O)O. Product: [F:26][C:23]([F:24])([F:25])[C:20]1[CH:21]=[CH:22][C:17]([C:14]2[O:13][C:12]([C:8]3[CH:7]=[C:6]([CH:11]=[CH:10][CH:9]=3)[CH:2]=[O:1])=[N:16][N:15]=2)=[CH:18][CH:19]=1. The catalyst class is: 21. (7) Reactant: [C:1]([O:5][C:6](=[O:11])[NH:7][CH2:8][CH2:9]Br)([CH3:4])([CH3:3])[CH3:2].C(=O)([O-])[O-].[K+].[K+].[CH3:18][N:19]([CH3:31])[C:20]1([C:26]2[S:27][CH:28]=[CH:29][CH:30]=2)[CH2:25][CH2:24][NH:23][CH2:22][CH2:21]1.CO.C(Cl)(Cl)Cl. Product: [CH3:18][N:19]([CH3:31])[C:20]1([C:26]2[S:27][CH:28]=[CH:29][CH:30]=2)[CH2:25][CH2:24][N:23]([CH2:9][CH2:8][NH:7][C:6](=[O:11])[O:5][C:1]([CH3:4])([CH3:3])[CH3:2])[CH2:22][CH2:21]1. The catalyst class is: 1. (8) Reactant: Cl[C:2]1[N:7]=[C:6]([C:8]([O:10][CH3:11])=[O:9])[CH:5]=[CH:4][C:3]=1[C:12]#[C:13][Si:14]([CH3:17])([CH3:16])[CH3:15].C(=O)([O-])[O-].[Cs+].[Cs+].[CH:24]1([NH2:28])[CH2:27][CH2:26][CH2:25]1. Product: [CH:24]1([N:28]2[C:2]3=[N:7][C:6]([C:8]([O:10][CH3:11])=[O:9])=[CH:5][CH:4]=[C:3]3[CH:12]=[C:13]2[Si:14]([CH3:17])([CH3:16])[CH3:15])[CH2:27][CH2:26][CH2:25]1. The catalyst class is: 12. (9) Reactant: [N+:1]([C:4]1[CH:9]=[CH:8][C:7]([CH2:10][CH2:11][S:12]([OH:15])(=O)=[O:13])=[CH:6][CH:5]=1)([O-:3])=[O:2].S(Cl)(Cl)=O.S(Cl)(Cl)(=O)=O.[CH3:25][NH:26][CH3:27]. Product: [CH3:25][N:26]([CH3:27])[S:12]([CH2:11][CH2:10][C:7]1[CH:8]=[CH:9][C:4]([N+:1]([O-:3])=[O:2])=[CH:5][CH:6]=1)(=[O:15])=[O:13]. The catalyst class is: 2.